From a dataset of Forward reaction prediction with 1.9M reactions from USPTO patents (1976-2016). Predict the product of the given reaction. (1) Given the reactants Cl[C:2]1[C:11]2[C:6](=[CH:7][C:8]([C:14]3[C:15]([CH3:20])=[N:16][O:17][C:18]=3[CH3:19])=[C:9]([O:12][CH3:13])[CH:10]=2)[N:5]=[CH:4][C:3]=1[C:21]([NH2:23])=[O:22].[CH3:24][C:25]1[O:29][N:28]=[C:27]([CH2:30][NH2:31])[CH:26]=1, predict the reaction product. The product is: [CH3:20][C:15]1[C:14]([C:8]2[CH:7]=[C:6]3[C:11]([C:2]([NH:31][CH2:30][C:27]4[CH:26]=[C:25]([CH3:24])[O:29][N:28]=4)=[C:3]([C:21]([NH2:23])=[O:22])[CH:4]=[N:5]3)=[CH:10][C:9]=2[O:12][CH3:13])=[C:18]([CH3:19])[O:17][N:16]=1. (2) The product is: [CH3:12][C:9](=[O:11])[CH2:8][CH2:7][CH:6]=[CH:5][CH2:4][CH2:3][CH2:2][CH3:1]. Given the reactants [CH3:1][CH2:2][CH2:3][CH2:4][CH2:5][CH:6]1[O:11][C:9](=O)[CH2:8][CH2:7]1.[C:12](O)(=O)C, predict the reaction product.